Dataset: Full USPTO retrosynthesis dataset with 1.9M reactions from patents (1976-2016). Task: Predict the reactants needed to synthesize the given product. (1) Given the product [C:28]([C:26]1[N:27]=[C:23]([NH:22][C:20]([C:18]2[CH:17]=[CH:16][N:13]3[C:14](=[O:15])[C:9](/[CH:8]=[CH:7]/[C:6]([OH:49])=[O:5])=[C:10]([N:32]4[CH2:33][CH2:34][N:35]([C:38](=[O:48])[CH2:39][CH2:40][CH2:41][CH2:42][O:43][S:44]([OH:47])(=[O:46])=[O:45])[CH2:36][CH2:37]4)[N:11]=[C:12]3[CH:19]=2)=[O:21])[S:24][CH:25]=1)([CH3:31])([CH3:29])[CH3:30], predict the reactants needed to synthesize it. The reactants are: C([O:5][C:6](=[O:49])/[CH:7]=[CH:8]/[C:9]1[C:14](=[O:15])[N:13]2[CH:16]=[CH:17][C:18]([C:20]([NH:22][C:23]3[S:24][CH:25]=[C:26]([C:28]([CH3:31])([CH3:30])[CH3:29])[N:27]=3)=[O:21])=[CH:19][C:12]2=[N:11][C:10]=1[N:32]1[CH2:37][CH2:36][N:35]([C:38](=[O:48])[CH2:39][CH2:40][CH2:41][CH2:42][O:43][S:44]([OH:47])(=[O:46])=[O:45])[CH2:34][CH2:33]1)(C)(C)C.FC(F)(F)C(O)=O. (2) Given the product [C:1]([N:4]1[CH2:8][CH2:7][N:6]([C:9]2[CH:14]=[C:13]([N:35]3[CH2:36][CH2:37][O:33][C:34]3=[O:38])[CH:12]=[CH:11][C:10]=2[C:16]([N:18]2[CH2:23][CH2:22][N:21]([C:24]3[C:29]([CH3:30])=[CH:28][C:27]([CH3:31])=[CH:26][N:25]=3)[CH2:20][CH2:19]2)=[O:17])[C:5]1=[O:32])(=[O:3])[CH3:2], predict the reactants needed to synthesize it. The reactants are: [C:1]([N:4]1[CH2:8][CH2:7][N:6]([C:9]2[CH:14]=[C:13](Cl)[CH:12]=[CH:11][C:10]=2[C:16]([N:18]2[CH2:23][CH2:22][N:21]([C:24]3[C:29]([CH3:30])=[CH:28][C:27]([CH3:31])=[CH:26][N:25]=3)[CH2:20][CH2:19]2)=[O:17])[C:5]1=[O:32])(=[O:3])[CH3:2].[O:33]1[CH2:37][CH2:36][NH:35][C:34]1=[O:38]. (3) Given the product [CH3:1][S:2]([O:5][C@H:6]1[CH2:7][C@@H:8]([CH2:19][OH:20])[C@@H:9]([O:11][Si:12]([C:15]([CH3:18])([CH3:17])[CH3:16])([CH3:13])[CH3:14])[CH2:10]1)(=[O:4])=[O:3], predict the reactants needed to synthesize it. The reactants are: [CH3:1][S:2]([O:5][C@@H:6]1[CH2:10][C@H:9]([O:11][Si:12]([C:15]([CH3:18])([CH3:17])[CH3:16])([CH3:14])[CH3:13])[C@H:8]([CH2:19][O:20]CC2C=CC=CC=2)[CH2:7]1)(=[O:4])=[O:3].CO.